From a dataset of Peptide-MHC class I binding affinity with 185,985 pairs from IEDB/IMGT. Regression. Given a peptide amino acid sequence and an MHC pseudo amino acid sequence, predict their binding affinity value. This is MHC class I binding data. (1) The peptide sequence is NVHRSQFAQ. The MHC is HLA-B58:01 with pseudo-sequence HLA-B58:01. The binding affinity (normalized) is 0.0847. (2) The peptide sequence is GVPELGAFF. The MHC is HLA-B27:03 with pseudo-sequence HLA-B27:03. The binding affinity (normalized) is 0.0847. (3) The peptide sequence is WAKLLKQKW. The MHC is HLA-A02:16 with pseudo-sequence HLA-A02:16. The binding affinity (normalized) is 0.0847. (4) The binding affinity (normalized) is 0.0847. The peptide sequence is GIVSSMHYK. The MHC is HLA-A02:12 with pseudo-sequence HLA-A02:12.